From a dataset of Retrosynthesis with 50K atom-mapped reactions and 10 reaction types from USPTO. Predict the reactants needed to synthesize the given product. (1) The reactants are: CC(=O)c1c(C(C)=O)c(C)n(-c2ccc(O)c(Cl)c2)c1C.CCBr. Given the product CCOc1ccc(-n2c(C)c(C(C)=O)c(C(C)=O)c2C)cc1Cl, predict the reactants needed to synthesize it. (2) Given the product CCCCCCCCOc1ccnc(CSc2nc3ccccc3[nH]2)c1C, predict the reactants needed to synthesize it. The reactants are: CCCCCCCCOc1ccnc(CCl)c1C.Sc1nc2ccccc2[nH]1. (3) Given the product O=C(O)C[C@H]1CCn2c(cc3ccccc32)C1, predict the reactants needed to synthesize it. The reactants are: CCOC(=O)C[C@H]1CCn2c(cc3ccccc32)C1. (4) Given the product COCC1=NCCc2ccccc21, predict the reactants needed to synthesize it. The reactants are: COCC(=O)NCCc1ccccc1. (5) Given the product COC(=O)c1cccc(F)c1-c1cn(C(c2ccccc2)(c2ccccc2)c2ccccc2)cn1, predict the reactants needed to synthesize it. The reactants are: COC(=O)c1cccc(F)c1Br.Ic1cn(C(c2ccccc2)(c2ccccc2)c2ccccc2)cn1.